This data is from Full USPTO retrosynthesis dataset with 1.9M reactions from patents (1976-2016). The task is: Predict the reactants needed to synthesize the given product. (1) Given the product [CH:10]12[O:15][CH:13]([CH2:12][CH2:11]1)[CH2:14][N:8]([C:6]1[CH:5]=[CH:4][N:3]=[C:2]([C:25]3[CH:24]=[CH:23][C:22]([NH:21][C:19]([NH:18][CH2:16][CH3:17])=[O:20])=[CH:27][CH:26]=3)[N:7]=1)[CH2:9]2, predict the reactants needed to synthesize it. The reactants are: Cl[C:2]1[N:7]=[C:6]([N:8]2[CH2:14][CH:13]3[O:15][CH:10]([CH2:11][CH2:12]3)[CH2:9]2)[CH:5]=[CH:4][N:3]=1.[CH2:16]([NH:18][C:19]([NH:21][C:22]1[CH:27]=[CH:26][C:25](B2OC(C)(C)C(C)(C)O2)=[CH:24][CH:23]=1)=[O:20])[CH3:17].C(Cl)Cl.C([O-])([O-])=O.[Na+].[Na+]. (2) The reactants are: [C:1]([NH:4][C@@H:5]([CH2:9][S:10][C:11]([CH3:19])([C:13]1[CH:18]=[CH:17][CH:16]=[CH:15][CH:14]=1)[CH3:12])[C:6](O)=[O:7])(=[O:3])[CH3:2].Cl.C[N:22](C)CCCN=C=NCC.O.OC1C2N=NNC=2C=CC=1.C(N(CC)CC)C.[Cl-].[NH4+]. Given the product [C:1]([NH:4][C@@H:5]([CH2:9][S:10][C:11]([C:13]1[CH:18]=[CH:17][CH:16]=[CH:15][CH:14]=1)([CH3:19])[CH3:12])[C:6]([NH2:22])=[O:7])(=[O:3])[CH3:2], predict the reactants needed to synthesize it. (3) Given the product [C:1]([O:9][C@H:10]1[CH2:15][C@H:14]([OH:16])[CH2:13][CH2:12][C@@H:11]1[C:24]1[N:28]([CH3:29])[N:27]=[CH:26][CH:25]=1)(=[O:8])[C:2]1[CH:3]=[CH:4][CH:5]=[CH:6][CH:7]=1, predict the reactants needed to synthesize it. The reactants are: [C:1]([O:9][C@H:10]1[CH2:15][C@H:14]([O:16][Si](C(C)(C)C)(C)C)[CH2:13][CH2:12][C@@H:11]1[C:24]1[N:28]([CH3:29])[N:27]=[CH:26][CH:25]=1)(=[O:8])[C:2]1[CH:7]=[CH:6][CH:5]=[CH:4][CH:3]=1.[F-].C([N+](CCCC)(CCCC)CCCC)CCC. (4) Given the product [Br:14][C:15]1[CH:16]=[N:17][C:18]([N:4]2[CH2:3][CH2:2][N:1]([C:7]([O:9][CH2:10][CH2:13][CH2:22][CH3:23])=[O:8])[CH2:6][CH2:5]2)=[N:19][CH:20]=1, predict the reactants needed to synthesize it. The reactants are: [N:1]1([C:7]([O:9][C:10]([CH3:13])(C)C)=[O:8])[CH2:6][CH2:5][NH:4][CH2:3][CH2:2]1.[Br:14][C:15]1[CH:16]=[N:17][C:18](Cl)=[N:19][CH:20]=1.[CH3:22][CH:23](O)C.CCN(C(C)C)C(C)C. (5) The reactants are: Cl[C:2]1[N:7]2[N:8]=[C:9]([NH:11][C:12](=[O:19])[C:13]3[CH:18]=[CH:17][CH:16]=[CH:15][CH:14]=3)[N:10]=[C:6]2[CH:5]=[CH:4][CH:3]=1.[CH2:20]([NH2:26])[C:21]1[O:25][CH:24]=[CH:23][CH:22]=1. Given the product [O:25]1[CH:24]=[CH:23][CH:22]=[C:21]1[CH2:20][NH:26][C:2]1[N:7]2[N:8]=[C:9]([NH:11][C:12](=[O:19])[C:13]3[CH:18]=[CH:17][CH:16]=[CH:15][CH:14]=3)[N:10]=[C:6]2[CH:5]=[CH:4][CH:3]=1, predict the reactants needed to synthesize it.